Dataset: NCI-60 drug combinations with 297,098 pairs across 59 cell lines. Task: Regression. Given two drug SMILES strings and cell line genomic features, predict the synergy score measuring deviation from expected non-interaction effect. Drug 1: CCC1(C2=C(COC1=O)C(=O)N3CC4=CC5=C(C=CC(=C5CN(C)C)O)N=C4C3=C2)O.Cl. Drug 2: B(C(CC(C)C)NC(=O)C(CC1=CC=CC=C1)NC(=O)C2=NC=CN=C2)(O)O. Cell line: SW-620. Synergy scores: CSS=48.6, Synergy_ZIP=-0.750, Synergy_Bliss=-0.336, Synergy_Loewe=-1.32, Synergy_HSA=1.96.